This data is from Reaction yield outcomes from USPTO patents with 853,638 reactions. The task is: Predict the reaction yield, written as a fraction of the theoretical maximum amount of product (1.0 means a 100% yield; for example, 0.34 means a 34% yield). (1) The reactants are Br[C:2]1[N:6]2[N:7]=[CH:8][C:9]([C:11]([F:14])([F:13])[F:12])=[N:10][C:5]2=[N:4][CH:3]=1.[F:15][C:16]1[C:21]([C:22]2[CH:23]=[N:24][CH:25]=[CH:26][CH:27]=2)=[C:20]([F:28])[CH:19]=[CH:18][C:17]=1B(O)O.C([O-])([O-])=O.[Na+].[Na+]. The catalyst is COCCOC. The product is [F:28][C:20]1[C:21]([C:22]2[CH:23]=[N:24][CH:25]=[CH:26][CH:27]=2)=[C:16]([F:15])[CH:17]=[CH:18][C:19]=1[C:2]1[N:6]2[N:7]=[CH:8][C:9]([C:11]([F:14])([F:13])[F:12])=[N:10][C:5]2=[N:4][CH:3]=1. The yield is 0.550. (2) The reactants are [Cl:1][C:2]1[CH:3]=[N:4][C:5]2[N:6]([N:8]=[C:9]([C:11]([OH:13])=O)[CH:10]=2)[CH:7]=1.[CH3:14][CH:15]1[C:24]2[C:19](=[C:20]([CH3:25])[CH:21]=[CH:22][CH:23]=2)[CH2:18][CH2:17][NH:16]1. No catalyst specified. The product is [Cl:1][C:2]1[CH:3]=[N:4][C:5]2[N:6]([N:8]=[C:9]([C:11]([N:16]3[CH2:17][CH2:18][C:19]4[C:24](=[CH:23][CH:22]=[CH:21][C:20]=4[CH3:25])[CH:15]3[CH3:14])=[O:13])[CH:10]=2)[CH:7]=1. The yield is 0.600. (3) The reactants are Br[C:2]1[CH:3]=[CH:4][C:5]([N+:8]([O-:10])=[O:9])=[N:6][CH:7]=1.[NH:11]1[CH2:16][CH2:15][O:14][CH2:13][CH2:12]1.C(N(CC)CC)C.CS(C)=O. No catalyst specified. The product is [N+:8]([C:5]1[N:6]=[CH:7][C:2]([N:11]2[CH2:16][CH2:15][O:14][CH2:13][CH2:12]2)=[CH:3][CH:4]=1)([O-:10])=[O:9]. The yield is 0.810. (4) The reactants are [C:1](Cl)(=[O:3])[CH3:2].[N+:5]([C:8]1[CH:9]=[CH:10][C:11]2[O:16][CH2:15][CH2:14][NH:13][C:12]=2[CH:17]=1)([O-:7])=[O:6].C([O-])(O)=O.[Na+]. The catalyst is C(Cl)Cl. The product is [C:1]([N:13]1[C:12]2[CH:17]=[C:8]([N+:5]([O-:7])=[O:6])[CH:9]=[CH:10][C:11]=2[O:16][CH2:15][CH2:14]1)(=[O:3])[CH3:2]. The yield is 0.900. (5) The reactants are [Cl:1][C:2]1[CH:7]=[C:6]([C:8]([OH:10])=[O:9])[CH:5]=[C:4]([CH3:11])[N:3]=1.[CH2:12](O)[CH3:13]. The catalyst is S(=O)(=O)(O)O. The product is [Cl:1][C:2]1[CH:7]=[C:6]([C:8]([O:10][CH2:12][CH3:13])=[O:9])[CH:5]=[C:4]([CH3:11])[N:3]=1. The yield is 0.860. (6) The reactants are [CH3:1][C:2]([CH3:5])([O-])[CH3:3].[K+].[CH3:7][O:8][C:9](=[O:26])[C@@H:10]1CC(=O)C[N:11]1[C:16]([O:18][CH2:19][C:20]1[CH:25]=[CH:24][CH:23]=[CH:22][CH:21]=1)=[O:17].[Cl-].[NH4+]. The catalyst is C(OCC)C.[Br-].C[P+](C1C=CC=CC=1)(C1C=CC=CC=1)C1C=CC=CC=1. The product is [CH3:7][O:8][C:9](=[O:26])[C@@H:10]1[CH2:3][C:2](=[CH2:5])[CH2:1][N:11]1[C:16]([O:18][CH2:19][C:20]1[CH:25]=[CH:24][CH:23]=[CH:22][CH:21]=1)=[O:17]. The yield is 0.720.